Predict the product of the given reaction. From a dataset of Forward reaction prediction with 1.9M reactions from USPTO patents (1976-2016). (1) The product is: [F:26][C:27]1[CH:32]=[C:31]([F:33])[CH:30]=[CH:29][C:28]=1[N:34]1[C:5]([C:7]2[C:12](=[O:13])[CH:11]=[CH:10][N:9]([C:14]3[CH:19]=[CH:18][CH:17]=[C:16]([O:20][C:21]([F:24])([F:23])[F:22])[CH:15]=3)[N:8]=2)=[CH:4][CH:3]=[N:2]1. Given the reactants C[N:2](C)/[CH:3]=[CH:4]/[C:5]([C:7]1[C:12](=[O:13])[CH:11]=[CH:10][N:9]([C:14]2[CH:19]=[CH:18][CH:17]=[C:16]([O:20][C:21]([F:24])([F:23])[F:22])[CH:15]=2)[N:8]=1)=O.[F:26][C:27]1[CH:32]=[C:31]([F:33])[CH:30]=[CH:29][C:28]=1[NH:34]N, predict the reaction product. (2) Given the reactants [CH3:1][C:2]1[C:8]([CH3:9])=[CH:7][C:5]([NH2:6])=[C:4]([N+:10]([O-:12])=O)[CH:3]=1.N#[C:14][NH2:15].[CH]Cl.[OH-].[Na+].N([O-])=[O:21].[Na+], predict the reaction product. The product is: [OH:21][C:14]1[N:15]=[N+:10]([O-:12])[C:4]2[CH:3]=[C:2]([CH3:1])[C:8]([CH3:9])=[CH:7][C:5]=2[N:6]=1.